From a dataset of Catalyst prediction with 721,799 reactions and 888 catalyst types from USPTO. Predict which catalyst facilitates the given reaction. Reactant: [CH2:1]1[C:9]2[C:8]3[CH:10]=[CH:11][CH:12]=[CH:13][C:7]=3[O:6][C:5]=2[CH2:4][CH2:3][CH:2]1[NH2:14].[C:15](Cl)(=[O:22])[C:16]1[CH:21]=[CH:20][CH:19]=[CH:18][CH:17]=1. Product: [CH:1]1[C:9]2[C:8]3[CH2:10][CH2:11][CH2:12][CH2:13][C:7]=3[O:6][C:5]=2[CH:4]=[CH:3][C:2]=1[NH:14][C:15](=[O:22])[C:16]1[CH:21]=[CH:20][CH:19]=[CH:18][CH:17]=1. The catalyst class is: 17.